Dataset: Full USPTO retrosynthesis dataset with 1.9M reactions from patents (1976-2016). Task: Predict the reactants needed to synthesize the given product. (1) Given the product [NH2:16][C:10]1[O:11][CH2:12][C:13]([F:14])([F:15])[C@:8]([C:6]2[CH:7]=[C:2]([NH:1][C:25]([C:20]3[CH:21]=[CH:22][CH:23]=[CH:24][N:19]=3)=[O:26])[CH:3]=[CH:4][C:5]=2[F:18])([CH3:17])[N:9]=1, predict the reactants needed to synthesize it. The reactants are: [NH2:1][C:2]1[CH:3]=[CH:4][C:5]([F:18])=[C:6]([C@:8]2([CH3:17])[C:13]([F:15])([F:14])[CH2:12][O:11][C:10]([NH2:16])=[N:9]2)[CH:7]=1.[N:19]1[CH:24]=[CH:23][CH:22]=[CH:21][C:20]=1[C:25](O)=[O:26]. (2) Given the product [CH2:16]([NH:23][S:31]([CH2:34][CH2:35][CH2:36][N:66]([CH3:67])[CH2:65][CH2:64][O:63][C@H:53]1[CH2:52][N:51]2[C:50]3[CH:49]=[C:48]([C:68]([O:70][CH3:71])=[O:69])[CH:47]=[CH:46][C:45]=3[C:44]([CH:38]3[CH2:39][CH2:40][CH2:41][CH2:42][CH2:43]3)=[C:58]2[C:57]2[CH:59]=[CH:60][CH:61]=[CH:62][C:56]=2[O:55][CH2:54]1)(=[O:32])=[O:33])[C:17]1[CH:18]=[CH:19][CH:20]=[CH:21][CH:22]=1, predict the reactants needed to synthesize it. The reactants are: CCN(C(C)C)C(C)C.C([O-])([O-])=O.[K+].[K+].[CH2:16]([N:23]([S:31]([CH2:34][CH2:35][CH2:36]Cl)(=[O:33])=[O:32])C(=O)OC(C)(C)C)[C:17]1[CH:22]=[CH:21][CH:20]=[CH:19][CH:18]=1.[CH:38]1([C:44]2[C:45]3[CH:46]=[CH:47][C:48]([C:68]([O:70][CH3:71])=[O:69])=[CH:49][C:50]=3[N:51]3[C:58]=2[C:57]2[CH:59]=[CH:60][CH:61]=[CH:62][C:56]=2[O:55][CH2:54][C@@H:53]([O:63][CH2:64][CH2:65][NH:66][CH3:67])[CH2:52]3)[CH2:43][CH2:42][CH2:41][CH2:40][CH2:39]1. (3) Given the product [CH2:1]([CH:3]1[CH2:18][C:7]2[S:8][C:9]([NH:17][C:28]([C:19]3[CH2:24][CH2:23][CH2:22][CH2:21][C:20]=3[C:25]([OH:27])=[O:26])=[O:29])=[C:10]([C:11]3[S:12][CH:13]=[C:14]([CH3:16])[N:15]=3)[C:6]=2[CH2:5][CH2:4]1)[CH3:2], predict the reactants needed to synthesize it. The reactants are: [CH2:1]([CH:3]1[CH2:18][C:7]2[S:8][C:9]([NH2:17])=[C:10]([C:11]3[S:12][CH:13]=[C:14]([CH3:16])[N:15]=3)[C:6]=2[CH2:5][CH2:4]1)[CH3:2].[C:19]12[C:28](=[O:29])[O:27][C:25](=[O:26])[C:20]=1[CH2:21][CH2:22][CH2:23][CH2:24]2. (4) Given the product [CH3:1][O:2][C:3]1[C:8]([CH3:9])=[CH:7][C:6]2[C@@:10]3([CH2:20][O:21][C:5]=2[CH:4]=1)[C:18]1[C:13](=[CH:14][CH:15]=[CH:16][CH:17]=1)[NH:12][C:11]3=[O:19], predict the reactants needed to synthesize it. The reactants are: [CH3:1][O:2][C:3]1[C:8]([CH3:9])=[CH:7][C:6]2[C:10]3([CH2:20][O:21][C:5]=2[CH:4]=1)[C:18]1[C:13](=[CH:14][CH:15]=[CH:16][CH:17]=1)[NH:12][C:11]3=[O:19].C(#N)C. (5) Given the product [NH2:3][C:2]1[S:1][C:11]2[C:6]([N:5]=1)=[CH:7][CH:8]=[C:9]([O:12][C:13]1[CH:14]=[C:15]([NH:21][C:22](=[O:34])[C:23]3[CH:28]=[CH:27][CH:26]=[C:25]([C:29]4([C:32]#[N:33])[CH2:31][CH2:30]4)[CH:24]=3)[CH:16]=[CH:17][C:18]=1[O:19][CH3:20])[N:10]=2, predict the reactants needed to synthesize it. The reactants are: [S-:1][C:2]#[N:3].[K+].[NH2:5][C:6]1[CH:7]=[CH:8][C:9]([O:12][C:13]2[CH:14]=[C:15]([NH:21][C:22](=[O:34])[C:23]3[CH:28]=[CH:27][CH:26]=[C:25]([C:29]4([C:32]#[N:33])[CH2:31][CH2:30]4)[CH:24]=3)[CH:16]=[CH:17][C:18]=2[O:19][CH3:20])=[N:10][CH:11]=1.BrBr. (6) Given the product [C:1]1([C@@H:7]2[CH2:9][C@H:8]2[NH:10][CH2:11][CH:12]2[CH2:17][CH2:16][N:15]([CH2:18][C:19]([OH:21])=[O:20])[CH2:14][CH2:13]2)[CH:6]=[CH:5][CH:4]=[CH:3][CH:2]=1, predict the reactants needed to synthesize it. The reactants are: [C:1]1([C@@H:7]2[CH2:9][C@H:8]2[NH:10][CH2:11][CH:12]2[CH2:17][CH2:16][N:15]([CH2:18][C:19]([O:21]C(C)(C)C)=[O:20])[CH2:14][CH2:13]2)[CH:6]=[CH:5][CH:4]=[CH:3][CH:2]=1.Cl.